Dataset: Reaction yield outcomes from USPTO patents with 853,638 reactions. Task: Predict the reaction yield, written as a fraction of the theoretical maximum amount of product (1.0 means a 100% yield; for example, 0.34 means a 34% yield). (1) The catalyst is CN(C=O)C. The yield is 0.440. The product is [CH3:31][N:30]([CH2:2][CH2:3][N:4]1[C:8]([CH2:9][O:10][C:11]2[C:20]3[C:15](=[CH:16][CH:17]=[CH:18][CH:19]=3)[C:14]3=[N:21][N:22]=[C:23]([C:24]4[CH:28]=[C:27]([CH3:29])[O:26][N:25]=4)[N:13]3[N:12]=2)=[CH:7][N:6]=[N:5]1)[CH3:32]. The reactants are Br[CH2:2][CH2:3][N:4]1[C:8]([CH2:9][O:10][C:11]2[C:20]3[C:15](=[CH:16][CH:17]=[CH:18][CH:19]=3)[C:14]3=[N:21][N:22]=[C:23]([C:24]4[CH:28]=[C:27]([CH3:29])[O:26][N:25]=4)[N:13]3[N:12]=2)=[CH:7][N:6]=[N:5]1.[NH:30]([CH3:32])[CH3:31]. (2) The reactants are Cl[C:2]1[N:7]=[C:6]([NH:8]C2C=CC3OC(=O)NC=3C=2)[C:5]([CH3:19])=[CH:4][N:3]=1.Cl.CS(C1C=C([NH2:31])C=CC=1)(=O)=O.C(O)(C(F)(F)F)=O. The product is [CH3:19][C:5]1[C:6]([NH2:8])=[N:7][C:2]([NH2:31])=[N:3][CH:4]=1. The yield is 0.490. The catalyst is CC(O)C. (3) The reactants are [OH:1][C:2]1[CH:11]=[C:10]([NH:12][S:13]([C:16]2[C:20]([Cl:21])=[C:19]([Cl:22])[S:18][C:17]=2[Cl:23])(=[O:15])=[O:14])[CH:9]=[CH:8][C:3]=1[C:4]([O:6]C)=[O:5].O. The catalyst is [OH-].[Na+]. The product is [OH:1][C:2]1[CH:11]=[C:10]([NH:12][S:13]([C:16]2[C:20]([Cl:21])=[C:19]([Cl:22])[S:18][C:17]=2[Cl:23])(=[O:15])=[O:14])[CH:9]=[CH:8][C:3]=1[C:4]([OH:6])=[O:5]. The yield is 0.850. (4) The reactants are [C:1]([O:5][C:6]([N:8]1[C@@H:12]([CH2:13][NH:14][CH2:15][C:16]2[CH:21]=[CH:20][CH:19]=[CH:18][CH:17]=2)[CH2:11][O:10][C:9]1([CH3:23])[CH3:22])=[O:7])([CH3:4])([CH3:3])[CH3:2].[CH:24](=O)[CH3:25].[BH3-]C#N.[Na+]. The catalyst is CO.[Cl-].[Cl-].[Zn+2]. The product is [C:1]([O:5][C:6]([N:8]1[C@@H:12]([CH2:13][N:14]([CH2:15][C:16]2[CH:17]=[CH:18][CH:19]=[CH:20][CH:21]=2)[CH2:24][CH3:25])[CH2:11][O:10][C:9]1([CH3:23])[CH3:22])=[O:7])([CH3:4])([CH3:2])[CH3:3]. The yield is 0.180. (5) The reactants are Cl.[CH3:2][NH2:3].[F:4][C:5]1[CH:6]=[C:7]([CH:11]=[CH:12][C:13]=1[F:14])[C:8](O)=[O:9]. No catalyst specified. The product is [F:4][C:5]1[CH:6]=[C:7]([CH:11]=[CH:12][C:13]=1[F:14])[C:8]([NH:3][CH3:2])=[O:9]. The yield is 0.750.